From a dataset of Reaction yield outcomes from USPTO patents with 853,638 reactions. Predict the reaction yield, written as a fraction of the theoretical maximum amount of product (1.0 means a 100% yield; for example, 0.34 means a 34% yield). (1) The reactants are Cl[C:2]1[CH:7]=[C:6]([C:8]([F:11])([F:10])[F:9])[N:5]=[C:4]([C:12]2[CH:17]=[CH:16][N:15]=[CH:14][CH:13]=2)[N:3]=1.[CH3:18][C:19]1[CH:25]=[CH:24][C:23]([N+:26]([O-:28])=[O:27])=[CH:22][C:20]=1[NH2:21].Cl.[OH-].[Na+]. The catalyst is O.C(O)C. The product is [CH3:18][C:19]1[CH:25]=[CH:24][C:23]([N+:26]([O-:28])=[O:27])=[CH:22][C:20]=1[NH:21][C:2]1[CH:7]=[C:6]([C:8]([F:11])([F:10])[F:9])[N:5]=[C:4]([C:12]2[CH:17]=[CH:16][N:15]=[CH:14][CH:13]=2)[N:3]=1. The yield is 0.300. (2) The reactants are CN([CH2:4][C:5]1[C:9]2[CH:10]=[C:11]([O:14][CH3:15])[CH:12]=[CH:13][C:8]=2[NH:7][CH:6]=1)C.[N+:16]([CH:19]([CH3:24])[C:20]([O:22][CH3:23])=[O:21])([O-:18])=[O:17]. The catalyst is C1(C)C=CC=CC=1.CN(C)C=O. The product is [CH3:23][O:22][C:20](=[O:21])[C:19]([CH3:24])([N+:16]([O-:18])=[O:17])[CH2:4][C:5]1[C:9]2[C:8](=[CH:13][CH:12]=[C:11]([O:14][CH3:15])[CH:10]=2)[NH:7][CH:6]=1. The yield is 0.380. (3) The reactants are Cl.NC1C=C(OC2C=CC(NC3N=CC=CC=3C(NC3C=CC(F)=CC=3F)=O)=CC=2F)C=CN=1.[C:35]([C:38]1[CH:43]=[C:42]([O:44][C:45]2[CH:50]=[CH:49][C:48]([NH:51][C:52]3[N:68]=[CH:67][CH:66]=[CH:65][C:53]=3[C:54]([NH:56][C:57]3[CH:62]=[CH:61][C:60](F)=[CH:59][C:58]=3F)=[O:55])=[CH:47][C:46]=2[F:69])[CH:41]=[CH:40][N:39]=1)(=[O:37])[NH2:36].[Cl:70]C1N=CC=CC=1C(NC1C=CC(Cl)=CC=1)=O. No catalyst specified. The product is [C:35]([C:38]1[CH:43]=[C:42]([O:44][C:45]2[CH:50]=[CH:49][C:48]([NH:51][C:52]3[N:68]=[CH:67][CH:66]=[CH:65][C:53]=3[C:54]([NH:56][C:57]3[CH:62]=[CH:61][C:60]([Cl:70])=[CH:59][CH:58]=3)=[O:55])=[CH:47][C:46]=2[F:69])[CH:41]=[CH:40][N:39]=1)(=[O:37])[NH2:36]. The yield is 0.470.